Dataset: Catalyst prediction with 721,799 reactions and 888 catalyst types from USPTO. Task: Predict which catalyst facilitates the given reaction. (1) Reactant: [Br:1][CH2:2][CH2:3][NH:4][C:5]([C:7]1[CH:12]=[CH:11][CH:10]=[CH:9][N:8]=1)=[O:6].[N:13]12[CH2:20][CH2:19][CH:16]([CH2:17][CH2:18]1)[C@@H:15]([O:21][C:22]([C:24]1([C:31]3[CH:36]=[CH:35][CH:34]=[CH:33][CH:32]=3)[CH2:30][CH2:29][CH2:28][CH2:27][CH2:26][CH2:25]1)=[O:23])[CH2:14]2. Product: [Br-:1].[C:31]1([C:24]2([C:22]([O:21][C@@H:15]3[CH:16]4[CH2:19][CH2:20][N+:13]([CH2:2][CH2:3][NH:4][C:5]([C:7]5[CH:12]=[CH:11][CH:10]=[CH:9][N:8]=5)=[O:6])([CH2:18][CH2:17]4)[CH2:14]3)=[O:23])[CH2:30][CH2:29][CH2:28][CH2:27][CH2:26][CH2:25]2)[CH:32]=[CH:33][CH:34]=[CH:35][CH:36]=1. The catalyst class is: 10. (2) Reactant: [NH2:1][C:2]1[C:7]2[C:8]([C:11]3[CH:16]=[CH:15][C:14]([NH:17][C:18](=[O:24])[O:19]C(C)(C)C)=[C:13]([O:25][CH3:26])[CH:12]=3)=[CH:9][S:10][C:6]=2[C:5](/[CH:27]=[CH:28]/[CH2:29][N:30]([CH2:33][CH3:34])[CH2:31][CH3:32])=[CH:4][N:3]=1.[CH3:35][C:36]([CH3:38])=[O:37]. Product: [NH2:17][C:14]1[CH:15]=[CH:16][C:11]([C:8]2[C:7]3[C:2]([NH2:1])=[N:3][CH:4]=[C:5](/[CH:27]=[CH:28]/[CH2:29][N:30]([CH2:33][CH3:34])[CH2:31][CH3:32])[C:6]=3[S:10][CH:9]=2)=[CH:12][C:13]=1[O:25][CH3:26].[CH3:35][C:36]([CH2:38][C:18]([OH:24])=[O:19])=[O:37]. The catalyst class is: 33.